This data is from Drug-target binding data from BindingDB using IC50 measurements. The task is: Regression. Given a target protein amino acid sequence and a drug SMILES string, predict the binding affinity score between them. We predict pIC50 (pIC50 = -log10(IC50 in M); higher means more potent). Dataset: bindingdb_ic50. (1) The target protein (P00809) has sequence MILKNKRMLKIGICVGILGLSITSLEAFTGESLQVEAKEKTGQVKHKNQATHKEFSQLEKKFDARLGVYAIDTGTNQTISYRPNERFAFASTYKALAAGVLLQQNSIDSLNEVITYTKEDLVDYSPVTEKHVDTGMKLGEIAEAAVRSSDNTAGNILFNKIGGPKGYEKALRHMGDRITMSNRFETELNEAIPGDIRDTSTAKAIATNLKAFTVGNALPAEKRKILTEWMKGNATGDKLIRAGIPTDWVVGDKSGAGSYGTRNDIAVVWPPNSAPIIVLISSKDEKEAIYNDQLIAEATKVIVKGS. The pIC50 is 2.3. The compound is C[C@@]1(CCl)S[C@@H]2[C@@H](Br)C(=O)N2[C@H]1C(=O)O. (2) The drug is CC(C)C[C@H](N[C@@H](c1ccc(-c2ccc(S(N)(=O)=O)cc2)cc1)C(F)(F)F)C(=O)NCC#N. The target protein (P43236) has sequence MWGLKVLLLPVVSFALHPEEILDTQWELWKKTYSKQYNSKVDEISRRLIWEKNLKHISIHNLEASLGVHTYELAMNHLGDMTSEEVVQKMTGLKVPPSRSHSNDTLYIPDWEGRTPDSIDYRKKGYVTPVKNQGQCGSCWAFSSVGALEGQLKKKTGKLLNLSPQNLVDCVSENYGCGGGYMTNAFQYVQRNRGIDSEDAYPYVGQDESCMYNPTGKAAKCRGYREIPEGNEKALKRAVARVGPVSVAIDASLTSFQFYSKGVYYDENCSSDNVNHAVLAVGYGIQKGNKHWIIKNSWGESWGNKGYILMARNKNNACGIANLASFPKM. The pIC50 is 9.5. (3) The small molecule is CC[C@H](C[C@H](O)[C@@H](N)CN1CC(=O)N(c2ccccc2Cl)CC1(C)C)C(=O)Nc1ccc(F)cc1. The target protein (Q6DLS0) has sequence MDGWRRMPRWGLLLLLWGSCTFGLPTDTTTFKRIFLKRMPSIRESLKERGVDMARLGPEWSQPMKRLALGNTTSSVILTNYMDTQYYGEIGIGTPPQTFKVVFDTGSSNVWVPSSKCSRLYTACVYHKLFDASDSSSYKHNGTELTLRYSTGTVSGFLSQDIITVGGITVTQMFGEVTEMPALPFMLAEFDGVVGMGFIEQAIGRVTPIFDNILSQGVLKEDVFSFYYNRDSENAQSLGGQIVLGGSDPQHYEGNFHYINLIKTGVWQIQMKGVSVGSSTLLCEDGCLALVDTGASYISGSTSSIEKLMEALGAKKRLFDYVVKCNEGPTLPDISFHLGGKEYTLTSADYVFQESYSSKKLCTLAIHAMDIPPPTGPTWALGATFIRKFYTEFDRRNNRIGFALAR. The pIC50 is 8.5. (4) The compound is Cc1ccc(-c2nnc(C)c3nn(-c4ccc(C)cc4)cc23)cc1. The target protein (Q9HC97) has sequence MNGTYNTCGSSDLTWPPAIKLGFYAYLGVLLVLGLLLNSLALWVFCCRMQQWTETRIYMTNLAVADLCLLCTLPFVLHSLRDTSDTPLCQLSQGIYLTNRYMSISLVTAIAVDRYVAVRHPLRARGLRSPRQAAAVCAVLWVLVIGSLVARWLLGIQEGGFCFRSTRHNFNSMAFPLLGFYLPLAVVVFCSLKVVTALAQRPPTDVGQAEATRKAARMVWANLLVFVVCFLPLHVGLTVRLAVGWNACALLETIRRALYITSKLSDANCCLDAICYYYMAKEFQEASALAVAPSAKAHKSQDSLCVTLA. The pIC50 is 4.8. (5) The drug is COc1ccc(/C=C\c2cc(OC)c(OC)c(OC)c2)cc1OCCCl. The target protein (Q9H4B7) has sequence MREIVHIQIGQCGNQIGAKFWEMIGEEHGIDLAGSDRGASALQLERISVYYNEAYGRKYVPRAVLVDLEPGTMDSIRSSKLGALFQPDSFVHGNSGAGNNWAKGHYTEGAELIENVLEVVRHESESCDCLQGFQIVHSLGGGTGSGMGTLLMNKIREEYPDRIMNSFSVMPSPKVSDTVVEPYNAVLSIHQLIENADACFCIDNEALYDICFRTLKLTTPTYGDLNHLVSLTMSGITTSLRFPGQLNADLRKLAVNMVPFPRLHFFMPGFAPLTAQGSQQYRALSVAELTQQMFDARNTMAACDLRRGRYLTVACIFRGKMSTKEVDQQLLSVQTRNSSCFVEWIPNNVKVAVCDIPPRGLSMAATFIGNNTAIQEIFNRVSEHFSAMFKRKAFVHWYTSEGMDINEFGEAENNIHDLVSEYQQFQDAKAVLEEDEEVTEEAEMEPEDKGH. The pIC50 is 4.4. (6) The pIC50 is 5.6. The drug is C[C@@H]1CC(=O)Nc2cccc(/C(C=N)=C/Nc3ccccc3)c2N1. The target protein sequence is STNPPPPETSNPNKPKRQTNQLQYLLRVVLKTLWKHQFAWPFQQPVDAVKLNLPDYYKIIKTPMDMGTIKKRLENNYYWNAQECIQDFNTMFTNCYIYNKPGDDIVLMAEALEKLFLQKINELPTEE.